This data is from Catalyst prediction with 721,799 reactions and 888 catalyst types from USPTO. The task is: Predict which catalyst facilitates the given reaction. (1) Reactant: [CH3:1][O:2][C:3]1[CH:4]=[C:5]([CH:7]=[C:8]([O:10][CH3:11])[CH:9]=1)N.OS(O)(=O)=O.N([O-])=O.[Na+].[I-:21].[K+].N#N. Product: [CH3:1][O:2][C:3]1[CH:4]=[C:5]([I:21])[CH:7]=[C:8]([O:10][CH3:11])[CH:9]=1. The catalyst class is: 581. (2) Reactant: [C:1]1([C@H:11]([NH:13][CH2:14][CH:15]2[CH:20]([C:21]3[CH:26]=[CH:25][CH:24]=[CH:23][CH:22]=3)[CH2:19][CH2:18][N:17]([C:27](=[O:32])[C:28]([F:31])([F:30])[F:29])[CH2:16]2)[CH3:12])[C:10]2[C:5](=[CH:6][CH:7]=[CH:8][CH:9]=2)[CH:4]=[CH:3][CH:2]=1.[ClH:33].O1CCOCC1. Product: [ClH:33].[C:1]1([C@H:11]([NH:13][CH2:14][CH:15]2[CH:20]([C:21]3[CH:22]=[CH:23][CH:24]=[CH:25][CH:26]=3)[CH2:19][CH2:18][N:17]([C:27](=[O:32])[C:28]([F:29])([F:30])[F:31])[CH2:16]2)[CH3:12])[C:10]2[C:5](=[CH:6][CH:7]=[CH:8][CH:9]=2)[CH:4]=[CH:3][CH:2]=1. The catalyst class is: 8. (3) Reactant: Br.[C:2]([C:6]1[CH:11]=[CH:10][C:9](/[C:12](/[C:31]2[N:36]=[C:35]([O:37]C)[C:34]([CH2:39][CH2:40][C:41]([OH:43])=[O:42])=[CH:33][CH:32]=2)=[CH:13]\[C@H:14]2[CH2:18][CH2:17][C:16](=[O:19])[N:15]2[CH2:20][C:21]2[CH:26]=[CH:25][C:24]([O:27][CH3:28])=[CH:23][C:22]=2[O:29][CH3:30])=[CH:8][CH:7]=1)([CH3:5])([CH3:4])[CH3:3].O. Product: [C:2]([C:6]1[CH:7]=[CH:8][C:9](/[C:12](/[C:31]2[NH:36][C:35](=[O:37])[C:34]([CH2:39][CH2:40][C:41]([OH:43])=[O:42])=[CH:33][CH:32]=2)=[CH:13]\[C@H:14]2[CH2:18][CH2:17][C:16](=[O:19])[N:15]2[CH2:20][C:21]2[CH:26]=[CH:25][C:24]([O:27][CH3:28])=[CH:23][C:22]=2[O:29][CH3:30])=[CH:10][CH:11]=1)([CH3:5])([CH3:3])[CH3:4]. The catalyst class is: 12. (4) Reactant: [CH2:1]([SH:3])[CH3:2].[H-].[Na+].Cl[C:7]1[CH:12]=[CH:11][CH:10]=[C:9]([C:13]#[N:14])[N:8]=1. Product: [C:13]([C:9]1[CH:10]=[CH:11][CH:12]=[C:7]([S:3][CH2:1][CH3:2])[N:8]=1)#[N:14]. The catalyst class is: 7. (5) Reactant: FC(F)(F)S(O[C:7]1[C:8]([C:13]([O:15][CH3:16])=[O:14])=[N:9][CH:10]=[CH:11][CH:12]=1)(=O)=O.[C:19]1(B(O)O)[CH:24]=[CH:23][CH:22]=[CH:21][CH:20]=1.C([O-])([O-])=O.[K+].[K+]. Product: [C:19]1([C:7]2[C:8]([C:13]([O:15][CH3:16])=[O:14])=[N:9][CH:10]=[CH:11][CH:12]=2)[CH:24]=[CH:23][CH:22]=[CH:21][CH:20]=1. The catalyst class is: 109. (6) Reactant: [C:1]([O:5][C:6]([N:8]1[CH2:12][CH2:11][S:10][C@H:9]1[C:13]([OH:15])=O)=[O:7])([CH3:4])([CH3:3])[CH3:2].CCN(C(C)C)C(C)C.CN(C(ON1N=NC2C=CC=NC1=2)=[N+](C)C)C.F[P-](F)(F)(F)(F)F.[NH2:49][C:50]1[S:51][CH:52]=[C:53]([C:55]2[CH:66]=[CH:65][C:58]([C:59]([NH:61][CH:62]3[CH2:64][CH2:63]3)=[O:60])=[CH:57][CH:56]=2)[N:54]=1. Product: [C:1]([O:5][C:6]([N:8]1[CH2:12][CH2:11][S:10][C@H:9]1[C:13](=[O:15])[NH:49][C:50]1[S:51][CH:52]=[C:53]([C:55]2[CH:56]=[CH:57][C:58]([C:59](=[O:60])[NH:61][CH:62]3[CH2:64][CH2:63]3)=[CH:65][CH:66]=2)[N:54]=1)=[O:7])([CH3:2])([CH3:3])[CH3:4]. The catalyst class is: 3. (7) Reactant: [F:1][C:2]1[C:30]([O:31][CH3:32])=[CH:29][C:28]([O:33][CH3:34])=[C:27]([F:35])[C:3]=1[CH2:4][O:5][C:6]1[CH:7]=[N:8][C:9]([NH:12][C:13]2[N:17]([CH:18]3[CH2:23][CH2:22][CH2:21][CH2:20][O:19]3)[N:16]=[C:15]([C:24](O)=[O:25])[CH:14]=2)=[N:10][CH:11]=1.O1CCOCC1.C(N1C=CN=C1)(N1C=CN=C1)=O.[BH4-].[Na+]. Product: [F:35][C:27]1[C:28]([O:33][CH3:34])=[CH:29][C:30]([O:31][CH3:32])=[C:2]([F:1])[C:3]=1[CH2:4][O:5][C:6]1[CH:7]=[N:8][C:9]([NH:12][C:13]2[N:17]([CH:18]3[CH2:23][CH2:22][CH2:21][CH2:20][O:19]3)[N:16]=[C:15]([CH2:24][OH:25])[CH:14]=2)=[N:10][CH:11]=1. The catalyst class is: 84. (8) Reactant: [C:1]([OH:9])(=[O:8])[C:2]([CH2:4][C:5]([OH:7])=[O:6])=[CH2:3].[CH2:10](O)[CH2:11][CH2:12][CH3:13].O.[C:16]1(C)[CH:21]=CC(S(O)(=O)=O)=[CH:18][CH:17]=1. Product: [C:1]([O:9][CH2:21][CH2:16][CH2:17][CH3:18])(=[O:8])[C:2]([CH2:4][C:5]([O:7][CH2:10][CH2:11][CH2:12][CH3:13])=[O:6])=[CH2:3]. The catalyst class is: 6.